This data is from Forward reaction prediction with 1.9M reactions from USPTO patents (1976-2016). The task is: Predict the product of the given reaction. (1) Given the reactants [CH3:1][O:2][C:3](=[O:21])[CH2:4][C:5]12[CH2:13][CH2:12][C:8]([C:14]3[CH:19]=[CH:18][C:17]([Cl:20])=[CH:16][CH:15]=3)([CH:9](Br)[CH2:10]1)[O:7][CH2:6]2.[BH4-].[Na+], predict the reaction product. The product is: [CH3:1][O:2][C:3](=[O:21])[CH2:4][C:5]12[CH2:13][CH2:12][C:8]([C:14]3[CH:15]=[CH:16][C:17]([Cl:20])=[CH:18][CH:19]=3)([CH2:9][CH2:10]1)[O:7][CH2:6]2. (2) Given the reactants [Br:1][C:2]1[CH:3]=[C:4]([C:8]([C:10]2[CH:19]=[C:18]3[C:12](=[CH:13][CH:14]=[CH:15][CH:16]=[CH:17]3)[C:11]=2[CH3:20])=O)[CH:5]=[CH:6][CH:7]=1.[BH4-].[Na+], predict the reaction product. The product is: [Br:1][C:2]1[CH:3]=[C:4]([CH:5]=[CH:6][CH:7]=1)[CH2:8][C:10]1[C:11]2[C:12]([CH:18]=[CH:17][CH:16]=[CH:15][CH:20]=2)=[C:13]([CH3:14])[CH:19]=1.